The task is: Predict the reactants needed to synthesize the given product.. This data is from Full USPTO retrosynthesis dataset with 1.9M reactions from patents (1976-2016). (1) Given the product [CH3:15][O:14][C:12]1[C:11]([OH:16])=[C:10]([C:17]2[N:21]([C:22]3[CH:27]=[CH:26][CH:25]=[CH:24][CH:23]=3)[N:20]=[CH:19][CH:18]=2)[N:9]=[N:8][CH:13]=1, predict the reactants needed to synthesize it. The reactants are: C([N:8]1[CH:13]=[C:12]([O:14][CH3:15])[C:11](=[O:16])[C:10]([C:17]2[N:21]([C:22]3[CH:27]=[CH:26][CH:25]=[CH:24][CH:23]=3)[N:20]=[CH:19][CH:18]=2)=[N:9]1)C1C=CC=CC=1. (2) The reactants are: [Br:1][C:2]1[CH:3]=[C:4]([CH:7]=[CH:8][C:9]=1[O:10][CH3:11])[CH:5]=O.[C:12]([NH:15][NH2:16])([NH2:14])=[NH:13].[ClH:17]. Given the product [ClH:17].[Br:1][C:2]1[CH:3]=[C:4]([CH:7]=[CH:8][C:9]=1[O:10][CH3:11])[CH:5]=[N:16][NH:15][C:12]([NH2:14])=[NH:13], predict the reactants needed to synthesize it.